Dataset: Reaction yield outcomes from USPTO patents with 853,638 reactions. Task: Predict the reaction yield, written as a fraction of the theoretical maximum amount of product (1.0 means a 100% yield; for example, 0.34 means a 34% yield). The reactants are C(Cl)(=O)C(Cl)=O.[F:7][C:8]1[CH:13]=[CH:12][C:11]([C:14]2[O:15][C:16]3[CH:25]=[C:24]([N:26]([CH3:31])[S:27]([CH3:30])(=[O:29])=[O:28])[C:23]([C:32]4[CH:37]=[CH:36][CH:35]=[C:34]([C:38](=[O:49])[NH:39][C:40]([C:43]5[CH:48]=[CH:47][CH:46]=[CH:45][CH:44]=5)([CH3:42])[CH3:41])[CH:33]=4)=[CH:22][C:17]=3[C:18]=2[C:19]([OH:21])=O)=[CH:10][CH:9]=1.[CH3:50][N:51](C=O)C.CCN(C(C)C)C(C)C.CN. The catalyst is ClCCCl.CCOC(C)=O. The product is [F:7][C:8]1[CH:13]=[CH:12][C:11]([C:14]2[O:15][C:16]3[CH:25]=[C:24]([N:26]([CH3:31])[S:27]([CH3:30])(=[O:28])=[O:29])[C:23]([C:32]4[CH:37]=[CH:36][CH:35]=[C:34]([C:38](=[O:49])[NH:39][C:40]([C:43]5[CH:44]=[CH:45][CH:46]=[CH:47][CH:48]=5)([CH3:41])[CH3:42])[CH:33]=4)=[CH:22][C:17]=3[C:18]=2[C:19]([NH:51][CH3:50])=[O:21])=[CH:10][CH:9]=1. The yield is 0.200.